From a dataset of Full USPTO retrosynthesis dataset with 1.9M reactions from patents (1976-2016). Predict the reactants needed to synthesize the given product. Given the product [NH:24]1[C:25]2[C:21](=[C:20]([C:18]3[CH:17]=[C:16]4[C:12]([CH:13]=[N:14][NH:15]4)=[C:11]([NH:10][C:8]([C:5]4[CH:4]=[CH:3][C:2]([N:29]5[CH2:34][CH2:33][O:32][CH2:31][CH2:30]5)=[CH:7][N:6]=4)=[O:9])[CH:19]=3)[CH:28]=[CH:27][CH:26]=2)[CH:22]=[CH:23]1, predict the reactants needed to synthesize it. The reactants are: Br[C:2]1[CH:3]=[CH:4][C:5]([C:8]([NH:10][C:11]2[CH:19]=[C:18]([C:20]3[CH:28]=[CH:27][CH:26]=[C:25]4[C:21]=3[CH:22]=[CH:23][NH:24]4)[CH:17]=[C:16]3[C:12]=2[CH:13]=[N:14][NH:15]3)=[O:9])=[N:6][CH:7]=1.[NH:29]1[CH2:34][CH2:33][O:32][CH2:31][CH2:30]1.C1C=CC(P(C2C(C3C(P(C4C=CC=CC=4)C4C=CC=CC=4)=CC=C4C=3C=CC=C4)=C3C(C=CC=C3)=CC=2)C2C=CC=CC=2)=CC=1.C(=O)([O-])[O-].[Cs+].[Cs+].